This data is from Forward reaction prediction with 1.9M reactions from USPTO patents (1976-2016). The task is: Predict the product of the given reaction. (1) Given the reactants [NH2:1][C:2]1[CH:3]=[C:4]([C:8]2[N:13]3[N:14]=[CH:15][C:16]([C:17]([C:19]4[S:20][CH:21]=[CH:22][CH:23]=4)=[O:18])=[C:12]3[N:11]=[CH:10][CH:9]=2)[CH:5]=[CH:6][CH:7]=1.[CH3:24][CH:25]([CH2:29][C:30]([CH3:33])([CH3:32])[CH3:31])[CH2:26][CH:27]=O, predict the reaction product. The product is: [S:20]1[CH:21]=[CH:22][CH:23]=[C:19]1[C:23]1[CH:22]=[CH:21][S:20][C:19]=1[C:17]([C:16]1[CH:15]=[N:14][N:13]2[C:8]([C:4]3[CH:5]=[CH:6][CH:7]=[C:2]([NH:1][CH2:27][CH2:26][CH:25]([CH3:24])[CH2:29][C:30]([CH3:33])([CH3:32])[CH3:31])[CH:3]=3)=[CH:9][CH:10]=[N:11][C:12]=12)=[O:18]. (2) The product is: [CH3:28][S:27][CH2:26][CH2:25][CH:24]1[NH:23][C:11]2([CH2:12][CH2:13][N:8]([C:6]([O:5][C:1]([CH3:4])([CH3:3])[CH3:2])=[O:7])[CH2:9][CH2:10]2)[NH:31][C:29]1=[O:30]. Given the reactants [C:1]([O:5][C:6]([N:8]1[CH2:13][CH2:12][CH2:11][CH2:10][C:9]1=O)=[O:7])([CH3:4])([CH3:3])[CH3:2].C(N(CC)CC)C.Cl.[NH2:23][C@H:24]([C:29]([NH2:31])=[O:30])[CH2:25][CH2:26][S:27][CH3:28].O, predict the reaction product.